From a dataset of Reaction yield outcomes from USPTO patents with 853,638 reactions. Predict the reaction yield, written as a fraction of the theoretical maximum amount of product (1.0 means a 100% yield; for example, 0.34 means a 34% yield). (1) The reactants are C(=O)([O-])[O-].[K+].[K+].Br[CH2:8][CH2:9][CH2:10][N:11]1[C:15](=[O:16])[C:14]2=[CH:17][CH:18]=[CH:19][CH:20]=[C:13]2[C:12]1=[O:21].CN(C)C=O.[F:27][C:28]1[CH:33]=[CH:32][C:31]([OH:34])=[C:30]([N+:35]([O-:37])=[O:36])[CH:29]=1. The catalyst is O. The product is [F:27][C:28]1[CH:33]=[CH:32][C:31]([O:34][CH2:8][CH2:9][CH2:10][N:11]2[C:15](=[O:16])[C:14]3[C:13](=[CH:20][CH:19]=[CH:18][CH:17]=3)[C:12]2=[O:21])=[C:30]([N+:35]([O-:37])=[O:36])[CH:29]=1. The yield is 1.00. (2) The reactants are [O:1]=[C:2]1[CH2:5][CH:4]([C:6]([O:8][CH3:9])=[O:7])[CH2:3]1.[BH4-].[Na+].O. The catalyst is CO. The product is [OH:1][CH:2]1[CH2:5][CH:4]([C:6]([O:8][CH3:9])=[O:7])[CH2:3]1. The yield is 0.450. (3) The reactants are [Cl:1][C:2]1[CH:3]=[C:4]([C:10](=[O:16])/[CH:11]=[CH:12]/[C:13]([OH:15])=[O:14])[CH:5]=[CH:6][C:7]=1[O:8][CH3:9].S(OCC)(O[CH2:21][CH3:22])(=O)=O.C(=O)([O-])[O-].[K+].[K+].C(O)(=O)C. The catalyst is CN(C)C=O. The product is [Cl:1][C:2]1[CH:3]=[C:4]([C:10](=[O:16])/[CH:11]=[CH:12]/[C:13]([O:15][CH2:21][CH3:22])=[O:14])[CH:5]=[CH:6][C:7]=1[O:8][CH3:9]. The yield is 0.860. (4) The reactants are Br[C:2]1[CH:7]=[C:6]([Br:8])[N:5]=[C:4]([C:9]#[N:10])[C:3]=1[OH:11].[CH3:12][O-:13].[Na+].CO. The catalyst is CS(C)=O. The product is [Br:8][C:6]1[N:5]=[C:4]([C:9]#[N:10])[C:3]([OH:11])=[C:2]([O:13][CH3:12])[CH:7]=1. The yield is 0.660. (5) The reactants are Br[C:2]1[CH:7]=[C:6]([Cl:8])[C:5]([OH:9])=[C:4]([Cl:10])[CH:3]=1.[B:11]1([B:11]2[O:15][C:14]([CH3:17])([CH3:16])[C:13]([CH3:19])([CH3:18])[O:12]2)[O:15][C:14]([CH3:17])([CH3:16])[C:13]([CH3:19])([CH3:18])[O:12]1. No catalyst specified. The product is [Cl:8][C:6]1[CH:7]=[C:2]([B:11]2[O:15][C:14]([CH3:17])([CH3:16])[C:13]([CH3:19])([CH3:18])[O:12]2)[CH:3]=[C:4]([Cl:10])[C:5]=1[OH:9]. The yield is 0.860. (6) The reactants are [N:1]([CH2:4][CH2:5][NH:6]C(=O)CCCCCCCCCCCCC)=[N+:2]=[N-:3].[CH3:22][C:23]1[C:28]([CH3:29])=[C:27]([CH3:30])[C:26]([CH3:31])=[C:25]([CH3:32])[C:24]=1[S:33](Cl)(=[O:35])=[O:34].N(CCN)=[N+]=[N-].C(N(CC)CC)C. The catalyst is ClCCl. The product is [N:1]([CH2:4][CH2:5][NH:6][S:33]([C:24]1[C:23]([CH3:22])=[C:28]([CH3:29])[C:27]([CH3:30])=[C:26]([CH3:31])[C:25]=1[CH3:32])(=[O:35])=[O:34])=[N+:2]=[N-:3]. The yield is 0.810. (7) The reactants are [Cl:1][C:2]1[C:6]([N:7]([CH2:14][CH3:15])[C:8](=[O:13])[CH2:9][CH2:10][S:11][CH3:12])=[CH:5][N:4]([C:16]2[CH:17]=[N:18][CH:19]=[CH:20][CH:21]=2)[N:3]=1.B1([O-])OO1.[OH2:26].[OH2:27].O.O.[Na+].C([O-])(O)=O.[Na+].C(OCC)(=O)C. The catalyst is C(O)(=O)C. The product is [Cl:1][C:2]1[C:6]([N:7]([CH2:14][CH3:15])[C:8](=[O:13])[CH2:9][CH2:10][S:11]([CH3:12])(=[O:27])=[O:26])=[CH:5][N:4]([C:16]2[CH:17]=[N:18][CH:19]=[CH:20][CH:21]=2)[N:3]=1. The yield is 0.470.